This data is from Catalyst prediction with 721,799 reactions and 888 catalyst types from USPTO. The task is: Predict which catalyst facilitates the given reaction. (1) Reactant: [CH3:1][C:2]1[CH:7]=[C:6]([CH3:8])[CH:5]=[C:4]([CH3:9])[C:3]=1[S:10][C:11]1[N:15]=[CH:14][NH:13][N:12]=1.C[OH:17]. Product: [CH3:9][C:4]1[CH:5]=[C:6]([CH3:8])[CH:7]=[C:2]([CH3:1])[C:3]=1[S:10]([C:11]1[N:15]=[CH:14][NH:13][N:12]=1)=[O:17]. The catalyst class is: 6. (2) Reactant: [C:1]([O:5][C:6]([NH:8][C@@H:9]1[CH2:14][CH2:13][C@H:12]([C:15](O)=[O:16])[CH2:11][CH2:10]1)=[O:7])([CH3:4])([CH3:3])[CH3:2].ClC(OCC)=O.Cl. Product: [C:1]([O:5][C:6](=[O:7])[NH:8][C@H:9]1[CH2:10][CH2:11][C@@H:12]([CH2:15][OH:16])[CH2:13][CH2:14]1)([CH3:4])([CH3:2])[CH3:3]. The catalyst class is: 2. (3) Product: [Cl:1][C@H:2]1[C@H:6]([CH2:7][CH2:8][CH2:9][C:10]2[S:14][C:13]([C:15]([O:17][CH2:36][CH2:37][N:38]([CH2:41][CH3:42])[CH2:39][CH3:40])=[O:16])=[CH:12][CH:11]=2)[C@@H:5]([CH2:18][CH2:19][C:20]2[CH:25]=[C:24]([Cl:26])[CH:23]=[C:22]([Cl:27])[CH:21]=2)[C@H:4]([OH:28])[CH2:3]1. Reactant: [Cl:1][C@H:2]1[C@H:6]([CH2:7][CH2:8][CH2:9][C:10]2[S:14][C:13]([C:15]([OH:17])=[O:16])=[CH:12][CH:11]=2)[C@@H:5]([CH2:18][CH2:19][C:20]2[CH:25]=[C:24]([Cl:26])[CH:23]=[C:22]([Cl:27])[CH:21]=2)[C@H:4]([OH:28])[CH2:3]1.C(=O)(O)[O-].[K+].Br.Br[CH2:36][CH2:37][N:38]([CH2:41][CH3:42])[CH2:39][CH3:40].C(#N)C. The catalyst class is: 238. (4) Reactant: [H-].[Na+].[N:3]1[CH:8]=[CH:7][CH:6]=[CH:5][C:4]=1[NH:9][CH:10]=[O:11].[CH:12](OC(=O)C)=[O:13]. Product: [CH:10]([N:9]([C:4]1[CH:5]=[CH:6][CH:7]=[CH:8][N:3]=1)[CH:12]=[O:13])=[O:11]. The catalyst class is: 1. (5) Reactant: [CH2:1]([O:3][C:4]1[CH:9]=[C:8]([O:10][CH2:11][C:12]2[CH:17]=[CH:16][C:15]([O:18][CH3:19])=[CH:14][CH:13]=2)[N:7]=[CH:6][C:5]=1[C:20]1[CH:25]=[CH:24][C:23]([CH2:26][C:27]([OH:29])=O)=[C:22]([F:30])[CH:21]=1)[CH3:2].[F:31][C:32]([F:43])([F:42])[C:33]([C:36]1[O:40][N:39]=[C:38]([NH2:41])[CH:37]=1)([CH3:35])[CH3:34].C(P1(=O)OP(CCC)(=O)OP(CCC)(=O)O1)CC. Product: [CH2:1]([O:3][C:4]1[CH:9]=[C:8]([O:10][CH2:11][C:12]2[CH:17]=[CH:16][C:15]([O:18][CH3:19])=[CH:14][CH:13]=2)[N:7]=[CH:6][C:5]=1[C:20]1[CH:25]=[CH:24][C:23]([CH2:26][C:27]([NH:41][C:38]2[CH:37]=[C:36]([C:33]([CH3:35])([CH3:34])[C:32]([F:42])([F:31])[F:43])[O:40][N:39]=2)=[O:29])=[C:22]([F:30])[CH:21]=1)[CH3:2]. The catalyst class is: 17. (6) Reactant: [CH:1]([NH:4][C:5]1[CH:6]=[C:7]([CH:10]=[CH:11][N:12]=1)[C:8]#[N:9])([CH3:3])[CH3:2].[H-].[Na+].[CH2:15](Br)[CH:16]=[CH2:17]. Product: [CH2:17]([N:4]([CH:1]([CH3:3])[CH3:2])[C:5]1[CH:6]=[C:7]([CH:10]=[CH:11][N:12]=1)[C:8]#[N:9])[CH:16]=[CH2:15]. The catalyst class is: 3.